From a dataset of Forward reaction prediction with 1.9M reactions from USPTO patents (1976-2016). Predict the product of the given reaction. Given the reactants [Se](=O)=O.[C:4]([NH:8][C:9]([C:11]1[N:15]=[C:14]([C:16]2[CH:21]=[N:20][C:19](C)=[CH:18][N:17]=2)[N:13]([C:23]2[CH:24]=[N:25][C:26]([O:29][CH3:30])=[CH:27][CH:28]=2)[N:12]=1)=[O:10])([CH3:7])([CH3:6])[CH3:5].C1(P([N:45]=[N+]=[N-])(C2C=CC=CC=2)=O)C=CC=CC=1.FC(F)(F)C(O)=O.C(=O)([O-])O.[Na+], predict the reaction product. The product is: [C:4]([NH:8][C:9]([C:11]1[N:15]=[C:14]([C:16]2[CH:21]=[N:20][C:19]([NH2:45])=[CH:18][N:17]=2)[N:13]([C:23]2[CH:24]=[N:25][C:26]([O:29][CH3:30])=[CH:27][CH:28]=2)[N:12]=1)=[O:10])([CH3:5])([CH3:7])[CH3:6].